From a dataset of Forward reaction prediction with 1.9M reactions from USPTO patents (1976-2016). Predict the product of the given reaction. Given the reactants [Cl:1][C:2]1[CH:7]=[C:6](Cl)[CH:5]=[CH:4][N:3]=1.C(=O)([O-])[O-].[K+].[K+].[NH2:15][C:16]1[CH:21]=[CH:20][C:19]([SH:22])=[CH:18][CH:17]=1.O, predict the reaction product. The product is: [Cl:1][C:2]1[CH:7]=[C:6]([S:22][C:19]2[CH:20]=[CH:21][C:16]([NH2:15])=[CH:17][CH:18]=2)[CH:5]=[CH:4][N:3]=1.